The task is: Regression. Given two drug SMILES strings and cell line genomic features, predict the synergy score measuring deviation from expected non-interaction effect.. This data is from NCI-60 drug combinations with 297,098 pairs across 59 cell lines. Synergy scores: CSS=12.3, Synergy_ZIP=0.629, Synergy_Bliss=7.86, Synergy_Loewe=-0.919, Synergy_HSA=0.0301. Drug 1: C1CCC(C1)C(CC#N)N2C=C(C=N2)C3=C4C=CNC4=NC=N3. Cell line: COLO 205. Drug 2: C1CC(C1)(C(=O)O)C(=O)O.[NH2-].[NH2-].[Pt+2].